This data is from Forward reaction prediction with 1.9M reactions from USPTO patents (1976-2016). The task is: Predict the product of the given reaction. (1) Given the reactants Cl[C:2]1[N:7]=[C:6]([O:8][C:9]2[C:14]([O:15][CH:16]3[CH2:20][CH2:19][O:18][CH2:17]3)=[CH:13][CH:12]=[CH:11][C:10]=2[F:21])[C:5]([Cl:22])=[CH:4][N:3]=1.[CH3:23][O:24][CH2:25][CH2:26][N:27]1[CH2:33][CH2:32][C:31]2[CH:34]=[C:35]([NH2:38])[CH:36]=[CH:37][C:30]=2[CH2:29][CH2:28]1, predict the reaction product. The product is: [Cl:22][C:5]1[C:6]([O:8][C:9]2[C:14]([O:15][CH:16]3[CH2:20][CH2:19][O:18][CH2:17]3)=[CH:13][CH:12]=[CH:11][C:10]=2[F:21])=[N:7][C:2]([NH:38][C:35]2[CH:36]=[CH:37][C:30]3[CH2:29][CH2:28][N:27]([CH2:26][CH2:25][O:24][CH3:23])[CH2:33][CH2:32][C:31]=3[CH:34]=2)=[N:3][CH:4]=1. (2) The product is: [CH2:13]([N:15]([CH2:20][CH3:21])[CH2:16][CH2:17][N:18]([CH2:11][C:7]1[N:6]=[C:5]2[CH2:4][O:3][C:2](=[O:1])[C:10]2=[CH:9][CH:8]=1)[CH3:19])[CH3:14]. Given the reactants [O:1]=[C:2]1[C:10]2[C:5](=[N:6][C:7]([CH:11]=O)=[CH:8][CH:9]=2)[CH2:4][O:3]1.[CH2:13]([N:15]([CH2:20][CH3:21])[CH2:16][CH2:17][NH:18][CH3:19])[CH3:14], predict the reaction product. (3) Given the reactants Br[C:2]1[C:3](O)=C(OC)C=C([CH:9]=1)C=O.[Br:13][C:14]1[C:19]([Br:20])=[C:18]([CH2:21][C:22]2[C:27]([CH2:28][O:29][CH2:30]C(C)C)=[CH:26][C:25]([OH:34])=[C:24]([OH:35])[C:23]=2[Br:36])[CH:17]=[C:16]([OH:37])[C:15]=1[OH:38], predict the reaction product. The product is: [Br:13][C:14]1[C:19]([Br:20])=[C:18]([CH2:21][C:22]2[C:27]([CH2:28][O:29][CH2:30][CH2:9][CH2:2][CH3:3])=[CH:26][C:25]([OH:34])=[C:24]([OH:35])[C:23]=2[Br:36])[CH:17]=[C:16]([OH:37])[C:15]=1[OH:38]. (4) Given the reactants [CH:1]1([CH2:6][CH:7]([C:18]2[NH:22][C:21]([C:23](=[S:25])[NH2:24])=[C:20]([CH3:26])[CH:19]=2)[C:8]2[CH:13]=[CH:12][C:11]([S:14]([CH3:17])(=[O:16])=[O:15])=[CH:10][CH:9]=2)[CH2:5][CH2:4][CH2:3][CH2:2]1.Br[CH2:28][CH:29](OCC)OCC, predict the reaction product. The product is: [CH:1]1([CH2:6][CH:7]([C:18]2[NH:22][C:21]([C:23]3[S:25][CH:28]=[CH:29][N:24]=3)=[C:20]([CH3:26])[CH:19]=2)[C:8]2[CH:9]=[CH:10][C:11]([S:14]([CH3:17])(=[O:16])=[O:15])=[CH:12][CH:13]=2)[CH2:5][CH2:4][CH2:3][CH2:2]1. (5) Given the reactants [CH2:1]1[CH2:8][CH2:7][CH2:6][CH2:5][CH2:4][CH2:3][CH2:2]1.[OH:9]N1[C:20](=[O:21])[C:19]2[C:14](=[CH:15][CH:16]=[CH:17][CH:18]=2)S1(=O)=O.[C:22]([OH:25])(=O)[CH3:23], predict the reaction product. The product is: [C:1]1(=[O:9])[CH2:8][CH2:7][CH2:6][CH2:5][CH2:4][CH2:3][CH2:2]1.[CH:20]1([OH:21])[CH2:19][CH2:14][CH2:15][CH2:16][CH2:17][CH2:18][CH2:22]1.[C:22]1(=[O:25])[CH2:23][CH2:6][CH2:5][CH2:4][C:3](=[O:9])[CH2:2][CH2:1]1. (6) Given the reactants C(OC[N:9]1[C:13]([CH2:14][O:15][C:16]2[C:17]([CH3:22])=[N:18][CH:19]=[CH:20][CH:21]=2)=[CH:12][N:11]=[N:10]1)(=O)C(C)(C)C.[OH-].[Na+].N1NN=C(COC2C=CC(N3C=NN=N3)=NC=2)C=1, predict the reaction product. The product is: [NH:9]1[C:13]([CH2:14][O:15][C:16]2[C:17]([CH3:22])=[N:18][CH:19]=[CH:20][CH:21]=2)=[CH:12][N:11]=[N:10]1.